The task is: Predict the reaction yield, written as a fraction of the theoretical maximum amount of product (1.0 means a 100% yield; for example, 0.34 means a 34% yield).. This data is from Reaction yield outcomes from USPTO patents with 853,638 reactions. (1) The reactants are [N:1]1[C:10]2[C:5](=[CH:6][CH:7]=[CH:8][CH:9]=2)[CH:4]=[CH:3][C:2]=1[CH2:11][O:12][C:13]1[CH:18]=[CH:17][C:16]([CH2:19][C:20](OCC)=[O:21])=[CH:15][CH:14]=1.[OH:25]C(C)(C)C(OC)=O.[CH3:33][C:34]([O-:37])([CH3:36])[CH3:35].[K+].Cl. The catalyst is C1COCC1.O. The product is [OH:25][C:33]1[C:34]([CH3:36])([CH3:35])[O:37][C:20](=[O:21])[C:19]=1[C:16]1[CH:15]=[CH:14][C:13]([O:12][CH2:11][C:2]2[CH:3]=[CH:4][C:5]3[C:10](=[CH:9][CH:8]=[CH:7][CH:6]=3)[N:1]=2)=[CH:18][CH:17]=1. The yield is 0.450. (2) The reactants are [N:1]([CH2:4][CH2:5][NH:6]C(=O)CCCCCCCCCCCCC)=[N+:2]=[N-:3].[F:22][C:23]1[CH:24]=[C:25]([CH:29]=[C:30]([F:32])[CH:31]=1)[C:26](Cl)=[O:27].N(CCN)=[N+]=[N-].C(N(CC)CC)C. The catalyst is ClCCl. The product is [N:1]([CH2:4][CH2:5][NH:6][C:26](=[O:27])[C:25]1[CH:24]=[C:23]([F:22])[CH:31]=[C:30]([F:32])[CH:29]=1)=[N+:2]=[N-:3]. The yield is 0.590.